From a dataset of Full USPTO retrosynthesis dataset with 1.9M reactions from patents (1976-2016). Predict the reactants needed to synthesize the given product. (1) Given the product [CH3:17][O:15][C:14]([C@H:9]1[CH2:10][CH2:11][CH2:12][CH2:13][N:8]1[C:6]([O:5][C:1]([CH3:4])([CH3:2])[CH3:3])=[O:7])=[O:16], predict the reactants needed to synthesize it. The reactants are: [C:1]([O:5][C:6]([N:8]1[CH2:13][CH2:12][CH2:11][CH2:10][C@@H:9]1[C:14]([OH:16])=[O:15])=[O:7])([CH3:4])([CH3:3])[CH3:2].[C:17]([O-])([O-])=O.[K+].[K+]. (2) Given the product [C:21]([Si:16]1([C:25]([CH3:28])([CH3:27])[CH3:26])[O:15][CH:14]2[CH:13]([OH:29])[CH:12]([N:8]3[C:6]4[N:7]=[C:2]([N:1]=[CH:31][N:33]([CH3:35])[CH3:34])[N:3]=[CH:4][C:5]=4[S:10][C:9]3=[O:11])[O:20][CH:19]2[CH2:18][O:17]1)([CH3:22])([CH3:23])[CH3:24], predict the reactants needed to synthesize it. The reactants are: [NH2:1][C:2]1[N:3]=[CH:4][C:5]2[S:10][C:9](=[O:11])[N:8]([CH:12]3[O:20][CH:19]4[CH:14]([O:15][Si:16]([C:25]([CH3:28])([CH3:27])[CH3:26])([C:21]([CH3:24])([CH3:23])[CH3:22])[O:17][CH2:18]4)[CH:13]3[OH:29])[C:6]=2[N:7]=1.C[C:31]([N:33]([CH3:35])[CH3:34])=O.[CH3:31][N:33]([CH:35]=O)[CH3:34]. (3) Given the product [CH3:34][C:33]1[C:28]([C@H:16]2[CH2:17][CH2:18][CH2:19][C@@H:20]([C:21]3[C:26]([CH3:27])=[CH:25][CH:24]=[CH:23][N:22]=3)[N:15]2[CH2:14][CH2:13][C:11]2[CH:12]=[N:8][NH:9][CH:10]=2)=[N:29][CH:30]=[CH:31][CH:32]=1, predict the reactants needed to synthesize it. The reactants are: C([N:8]1[CH2:12][C:11]([CH2:13][CH2:14][N:15]2[C@H:20]([C:21]3[C:26]([CH3:27])=[CH:25][CH:24]=[CH:23][N:22]=3)[CH2:19][CH2:18][CH2:17][C@@H:16]2[C:28]2[C:33]([CH3:34])=[CH:32][CH:31]=[CH:30][N:29]=2)=[CH:10][NH:9]1)C1C=CC=CC=1.CC([O-])(C)C.[K+]. (4) Given the product [Cl:1][C:2]1[CH:3]=[CH:4][C:5]([O:20][CH2:21][C:22]2[S:26][N:25]=[CH:24][CH:23]=2)=[C:6]([CH:19]=1)[CH2:7][NH2:8], predict the reactants needed to synthesize it. The reactants are: [Cl:1][C:2]1[CH:3]=[CH:4][C:5]([O:20][CH2:21][C:22]2[S:26][N:25]=[CH:24][CH:23]=2)=[C:6]([CH:19]=1)[CH2:7][N:8]1C(=O)C2C(=CC=CC=2)C1=O.CC(O)C.O.[BH4-].[Na+]. (5) Given the product [CH3:1][O:2][C:3]([C:4]1[C:5]([CH3:6])=[N:7][O:18][C:9]=1[C:10]1[CH:15]=[CH:14][C:13]([Br:16])=[C:12]([F:17])[CH:11]=1)=[O:19], predict the reactants needed to synthesize it. The reactants are: [CH3:1][O:2][C:3](=[O:19])[CH:4]([C:9](=[O:18])[C:10]1[CH:15]=[CH:14][C:13]([Br:16])=[C:12]([F:17])[CH:11]=1)/[C:5](=[N:7]/C)/[CH3:6].Cl.NO. (6) Given the product [C:1]([O:5][C:6]([N:8]1[CH2:13][CH2:12][C:11](=[CH:14][CH2:15][Cl:28])[CH2:10][CH2:9]1)=[O:7])([CH3:4])([CH3:3])[CH3:2].[C:1]([O:5][C:6]([N:8]1[CH2:9][CH:10]=[C:11]([CH:14]=[CH2:15])[CH2:12][CH2:13]1)=[O:7])([CH3:4])([CH3:3])[CH3:2], predict the reactants needed to synthesize it. The reactants are: [C:1]([O:5][C:6]([N:8]1[CH2:13][CH2:12][C:11](=[CH:14][CH2:15]O)[CH2:10][CH2:9]1)=[O:7])([CH3:4])([CH3:3])[CH3:2].CCN(CC)CC.CS([Cl:28])(=O)=O.C([O-])(O)=O.[Na+]. (7) Given the product [CH3:15][O:14][C:12]1[C:11]([C:16]([F:19])([F:18])[F:17])=[CH:10][C:9]2[NH:20][C:21](=[O:37])[CH2:22][C:23]([C:24]3[CH:29]=[CH:28][CH:27]=[C:26]([C:30]4[CH:35]=[CH:34][CH:33]=[CH:32][N:31]=4)[CH:25]=3)=[N:7][C:8]=2[CH:13]=1, predict the reactants needed to synthesize it. The reactants are: C(OC(=O)[NH:7][C:8]1[CH:13]=[C:12]([O:14][CH3:15])[C:11]([C:16]([F:19])([F:18])[F:17])=[CH:10][C:9]=1[NH:20][C:21](=[O:37])[CH2:22][C:23](=O)[C:24]1[CH:29]=[CH:28][CH:27]=[C:26]([C:30]2[CH:35]=[CH:34][CH:33]=[CH:32][N:31]=2)[CH:25]=1)(C)(C)C.C(O)(C(F)(F)F)=O.